Dataset: Full USPTO retrosynthesis dataset with 1.9M reactions from patents (1976-2016). Task: Predict the reactants needed to synthesize the given product. Given the product [Cl:27][C:22]1[CH:23]=[CH:24][CH:25]=[CH:26][C:21]=1[C:20]1[C:17]2[C:16](=[N:15][C:14]([CH2:6][C:7]3[CH:12]=[CH:11][CH:10]=[CH:9][C:8]=3[F:13])=[CH:19][N:18]=2)[NH:2][N:1]=1, predict the reactants needed to synthesize it. The reactants are: [NH2:1][NH2:2].COC(=O)[CH:6]([C:14]1[CH:19]=[N:18][C:17]([C:20](=O)[C:21]2[CH:26]=[CH:25][CH:24]=[CH:23][C:22]=2[Cl:27])=[C:16](Cl)[N:15]=1)[C:7]1[CH:12]=[CH:11][CH:10]=[CH:9][C:8]=1[F:13].[OH-].[Li+].Cl.